From a dataset of Catalyst prediction with 721,799 reactions and 888 catalyst types from USPTO. Predict which catalyst facilitates the given reaction. (1) Reactant: NC1[C:3](C)=[CH:4][CH:5]=[CH:6][CH:7]=1.[C:9](#[N:11])[CH3:10].B(Cl)(Cl)Cl.[Cl-].[Al+3].[Cl-].[Cl-].Cl.[C:21](OCC)(=[O:23])[CH3:22]. The catalyst class is: 11. Product: [C:21]([C:10]1[CH:7]=[CH:6][CH:5]=[C:4]([CH3:3])[C:9]=1[NH2:11])(=[O:23])[CH3:22]. (2) Reactant: [CH2:1]([O:3][C:4]1[CH:9]=[C:8]([CH2:10][OH:11])[CH:7]=[C:6]([O:12][CH2:13][O:14][CH2:15][CH2:16][O:17][CH3:18])[C:5]=1[C:19]1[CH:24]=[CH:23][C:22]([F:25])=[CH:21][CH:20]=1)[CH3:2].C(N(CC)CC)C.CS(C)=O.O. Product: [CH2:1]([O:3][C:4]1[CH:9]=[C:8]([CH:10]=[O:11])[CH:7]=[C:6]([O:12][CH2:13][O:14][CH2:15][CH2:16][O:17][CH3:18])[C:5]=1[C:19]1[CH:24]=[CH:23][C:22]([F:25])=[CH:21][CH:20]=1)[CH3:2]. The catalyst class is: 13.